This data is from Reaction yield outcomes from USPTO patents with 853,638 reactions. The task is: Predict the reaction yield, written as a fraction of the theoretical maximum amount of product (1.0 means a 100% yield; for example, 0.34 means a 34% yield). (1) The reactants are [CH:1]1([CH:7]([OH:24])[C:8]23[C:14](=[O:15])[O:13][C:12]2([CH3:16])[CH:11]([CH2:17][CH2:18][CH2:19][CH2:20][CH2:21][CH3:22])[C:10](=[O:23])[NH:9]3)[CH2:6][CH2:5][CH2:4][CH2:3][CH2:2]1.C(N(CC)CC)C.[CH2:32]([SH:39])[C:33]1[CH:38]=[CH:37][CH:36]=[CH:35][CH:34]=1. The catalyst is ClCCl. The product is [CH2:32]([S:39][C:14]([C:8]1([CH:7]([CH:1]2[CH2:6][CH2:5][CH2:4][CH2:3][CH2:2]2)[OH:24])[C:12]([OH:13])([CH3:16])[CH:11]([CH2:17][CH2:18][CH2:19][CH2:20][CH2:21][CH3:22])[C:10](=[O:23])[NH:9]1)=[O:15])[C:33]1[CH:38]=[CH:37][CH:36]=[CH:35][CH:34]=1. The yield is 0.550. (2) The reactants are O[C:2]1[C:3]([C:11]([OH:13])=[O:12])=[N:4][N:5]([CH3:10])[C:6](=[O:9])[C:7]=1[CH3:8].O=P(Cl)(Cl)[Cl:16]. No catalyst specified. The product is [Cl:16][C:2]1[C:3]([C:11]([OH:13])=[O:12])=[N:4][N:5]([CH3:10])[C:6](=[O:9])[C:7]=1[CH3:8]. The yield is 0.600. (3) The reactants are [O:1]=[C:2]1[C:10]2([C:14]3[CH:15]=[CH:16][C:17]([O:19][CH2:20][C:21](O)=[O:22])=[CH:18][C:13]=3[O:12][CH2:11]2)[C:9]2[C:4](=[CH:5][CH:6]=[CH:7][CH:8]=2)[N:3]1[CH2:24][C@H:25]1[CH2:29][CH2:28][CH2:27][O:26]1.[Cl-].CN(C)C=O.[Cl-].[Cl-].[Cl-].[Al+3]. The catalyst is C1C=CC=CC=1. The product is [O:26]1[CH2:27][CH2:28][CH2:29][C@@H:25]1[CH2:24][N:3]1[C:4]2[C:9](=[CH:8][CH:7]=[CH:6][CH:5]=2)[C:10]2([CH2:11][O:12][C:13]3[CH:18]=[C:17]4[C:16](=[CH:15][C:14]2=3)[C:21](=[O:22])[CH2:20][O:19]4)[C:2]1=[O:1]. The yield is 0.690. (4) The reactants are [CH3:1][C:2]1[N:6]([C:7]2[CH:12]=[CH:11][CH:10]=[CH:9][CH:8]=2)[N:5]=[C:4]([C:13]([OH:15])=O)[CH:3]=1.C[N:17](C)C=O.C(Cl)(=O)C(Cl)=O.N[C:28]1[CH:49]=[CH:48][C:31]([O:32][C:33]2[CH:34]=[CH:35][C:36]3[N:37]([CH:39]=[C:40]([NH:42][C:43]([CH:45]4[CH2:47][CH2:46]4)=[O:44])[N:41]=3)[N:38]=2)=[CH:30][CH:29]=1. The catalyst is CN(C)C(=O)C.O1CCCC1. The product is [CH:45]1([C:43]([NH:42][C:40]2[N:41]=[C:36]3[CH:35]=[CH:34][C:33]([O:32][C:31]4[CH:30]=[C:29]([NH:17][C:13]([C:4]5[CH:3]=[C:2]([CH3:1])[N:6]([C:7]6[CH:8]=[CH:9][CH:10]=[CH:11][CH:12]=6)[N:5]=5)=[O:15])[CH:28]=[CH:49][CH:48]=4)=[N:38][N:37]3[CH:39]=2)=[O:44])[CH2:47][CH2:46]1. The yield is 0.660. (5) The reactants are [CH3:1][O:2][C:3]1[CH:4]=[CH:5][C:6]([CH2:21][CH:22]2[S:26][C:25](=[O:27])[NH:24][C:23]2=[O:28])=[C:7]2[C:12]=1[N:11]([CH2:13][CH:14]1[CH2:19][CH2:18][NH:17][CH2:16][CH2:15]1)[C:10](=[O:20])[CH2:9][CH2:8]2.[O:29]1[CH2:34][CH2:33][C:32](=O)[CH2:31][CH2:30]1.C(O[BH-](OC(=O)C)OC(=O)C)(=O)C.[Na+].CCN(C(C)C)C(C)C. The catalyst is C(O)(=O)C.CN(C=O)C. The product is [CH3:1][O:2][C:3]1[CH:4]=[CH:5][C:6]([CH2:21][CH:22]2[S:26][C:25](=[O:27])[NH:24][C:23]2=[O:28])=[C:7]2[C:12]=1[N:11]([CH2:13][CH:14]1[CH2:15][CH2:16][N:17]([CH:32]3[CH2:33][CH2:34][O:29][CH2:30][CH2:31]3)[CH2:18][CH2:19]1)[C:10](=[O:20])[CH2:9][CH2:8]2. The yield is 0.300.